Dataset: Full USPTO retrosynthesis dataset with 1.9M reactions from patents (1976-2016). Task: Predict the reactants needed to synthesize the given product. (1) Given the product [CH3:1][O:2][C:3]1[CH:4]=[C:5]([C:6]2[NH:8][CH:23]=[C:24]([CH2:25][C:26]([OH:28])=[O:27])[N:7]=2)[CH:9]=[CH:10][C:11]=1[N+:12]([O-:14])=[O:13], predict the reactants needed to synthesize it. The reactants are: [CH3:1][O:2][C:3]1[CH:4]=[C:5]([CH:9]=[CH:10][C:11]=1[N+:12]([O-:14])=[O:13])[C:6]([NH2:8])=[NH:7].Cl.C(=O)([O-])[O-].[K+].[K+].Cl[CH2:23][C:24](=O)[CH2:25][C:26]([O:28]CC)=[O:27].[I-].[K+].[OH-].[Na+]. (2) Given the product [C:23]([C:27]1[CH:32]=[CH:31][C:30]([S:33]([NH:1][CH2:2][CH2:3][CH2:4][N:5]2[CH2:10][CH2:9][CH:8]([C:11]3[CH:12]=[C:13]([NH:17][C:18](=[O:22])[CH:19]([CH3:20])[CH3:21])[CH:14]=[CH:15][CH:16]=3)[CH2:7][CH2:6]2)(=[O:35])=[O:34])=[CH:29][CH:28]=1)([CH3:26])([CH3:24])[CH3:25], predict the reactants needed to synthesize it. The reactants are: [NH2:1][CH2:2][CH2:3][CH2:4][N:5]1[CH2:10][CH2:9][CH:8]([C:11]2[CH:12]=[C:13]([NH:17][C:18](=[O:22])[CH:19]([CH3:21])[CH3:20])[CH:14]=[CH:15][CH:16]=2)[CH2:7][CH2:6]1.[C:23]([C:27]1[CH:32]=[CH:31][C:30]([S:33](Cl)(=[O:35])=[O:34])=[CH:29][CH:28]=1)([CH3:26])([CH3:25])[CH3:24]. (3) Given the product [CH:29]1([C:9]2[C:8]([C:6]3[CH:7]=[C:2]([CH:34]=[CH2:35])[N:3]=[C:4]([O:32][CH3:33])[CH:5]=3)=[CH:13][C:12]([C:14]#[N:15])=[C:11]([N:16]3[CH2:21][CH2:20][N:19]([C:22](=[O:27])[CH2:23][CH2:24][O:25][CH3:26])[C@H:18]([CH3:28])[CH2:17]3)[N:10]=2)[CH2:30][CH2:31]1, predict the reactants needed to synthesize it. The reactants are: Cl[C:2]1[CH:7]=[C:6]([C:8]2[C:9]([CH:29]3[CH2:31][CH2:30]3)=[N:10][C:11]([N:16]3[CH2:21][CH2:20][N:19]([C:22](=[O:27])[CH2:23][CH2:24][O:25][CH3:26])[C@H:18]([CH3:28])[CH2:17]3)=[C:12]([C:14]#[N:15])[CH:13]=2)[CH:5]=[C:4]([O:32][CH3:33])[N:3]=1.[CH:34]([B-](F)(F)F)=[CH2:35].[K+].[F-].[Cs+]. (4) Given the product [CH3:1][O:2][C:3]1[CH:11]=[CH:10][C:6]([CH2:7][CH2:8][NH:9][CH:12]2[CH2:16][CH2:15][CH2:14][CH2:13]2)=[CH:5][CH:4]=1, predict the reactants needed to synthesize it. The reactants are: [CH3:1][O:2][C:3]1[CH:11]=[CH:10][C:6]([CH2:7][CH2:8][NH2:9])=[CH:5][CH:4]=1.[CH:12]1(I)[CH2:16][CH2:15][CH2:14][CH2:13]1. (5) Given the product [C:26]([O:25][C@@H:19]([C:9]1[C:8]([CH3:30])=[CH:7][C:5]2[N:6]=[C:2]([C:45]3[CH:46]=[CH:47][CH:48]=[C:43]([C:39]4[CH:38]=[C:37]5[C:42](=[CH:41][CH:40]=4)[N:34]([CH3:33])[N:35]=[CH:36]5)[N:44]=3)[S:3][C:4]=2[C:10]=1[O:11][S:12]([C:15]([F:18])([F:17])[F:16])(=[O:14])=[O:13])[C:20]([O:22][CH2:23][CH3:24])=[O:21])([CH3:29])([CH3:28])[CH3:27], predict the reactants needed to synthesize it. The reactants are: Br[C:2]1[S:3][C:4]2[C:10]([O:11][S:12]([C:15]([F:18])([F:17])[F:16])(=[O:14])=[O:13])=[C:9]([C@H:19]([O:25][C:26]([CH3:29])([CH3:28])[CH3:27])[C:20]([O:22][CH2:23][CH3:24])=[O:21])[C:8]([CH3:30])=[CH:7][C:5]=2[N:6]=1.[Li+].[Cl-].[CH3:33][N:34]1[C:42]2[C:37](=[CH:38][C:39]([C:43]3[CH:48]=[CH:47][CH:46]=[C:45]([Sn](CCCC)(CCCC)CCCC)[N:44]=3)=[CH:40][CH:41]=2)[CH:36]=[N:35]1. (6) Given the product [F:5][C:6]1[CH:7]=[C:8]([CH:17]=[CH:18][C:19]=1[CH2:20][CH2:21][N+:22]([O-:24])=[O:23])[O:9][CH2:10][C:11]1[CH:16]=[CH:15][CH:14]=[CH:13][N:12]=1, predict the reactants needed to synthesize it. The reactants are: CS(C)=O.[F:5][C:6]1[CH:7]=[C:8]([CH:17]=[CH:18][C:19]=1/[CH:20]=[CH:21]/[N+:22]([O-:24])=[O:23])[O:9][CH2:10][C:11]1[CH:16]=[CH:15][CH:14]=[CH:13][N:12]=1.C(O)(=O)C.[BH4-].[Na+]. (7) The reactants are: [N+:1]([C:4]1[CH:5]=[CH:6][C:7]([C:10]2[CH:15]=[CH:14][C:13]([C:16]([F:19])([F:18])[F:17])=[CH:12][CH:11]=2)=[N:8][CH:9]=1)([O-])=O.[H][H]. Given the product [F:19][C:16]([F:17])([F:18])[C:13]1[CH:12]=[CH:11][C:10]([C:7]2[N:8]=[CH:9][C:4]([NH2:1])=[CH:5][CH:6]=2)=[CH:15][CH:14]=1, predict the reactants needed to synthesize it. (8) Given the product [CH3:1][O:2][C:3](=[O:22])[C:4]1[CH:9]=[CH:8][C:7]([NH:10][CH:11]2[CH2:16][CH2:15][CH2:14][CH2:13][CH:12]2[CH2:17][CH3:18])=[C:6]([NH2:19])[CH:5]=1, predict the reactants needed to synthesize it. The reactants are: [CH3:1][O:2][C:3](=[O:22])[C:4]1[CH:9]=[CH:8][C:7]([NH:10][CH:11]2[CH2:16][CH2:15][CH2:14][CH2:13][CH:12]2[CH2:17][CH3:18])=[C:6]([N+:19]([O-])=O)[CH:5]=1.